Dataset: Reaction yield outcomes from USPTO patents with 853,638 reactions. Task: Predict the reaction yield, written as a fraction of the theoretical maximum amount of product (1.0 means a 100% yield; for example, 0.34 means a 34% yield). (1) The product is [CH3:1][C:2]([CH3:7])([CH3:6])[CH2:3][CH:4]=[CH:5][C:8]([OH:12])=[O:11]. The yield is 0.990. The reactants are [CH3:1][C:2]([CH3:7])([CH3:6])[CH2:3][CH:4]=[CH2:5].[C:8]([OH:12])(=[O:11])C=C. The catalyst is [Ru].C(Cl)Cl. (2) The reactants are [CH2:1]([O:8][C:9]1[C:29](=[O:30])[N:13]2[CH2:14][CH:15]3[CH2:20][CH2:19][C:18]([NH:21][C:22](=[O:28])[C:23]([N:25]([CH3:27])[CH3:26])=[O:24])([C:12]2=[N:11][C:10]=1[C:31](=[O:44])[NH:32][CH2:33][C:34](=O)[CH2:35][C:36]1[CH:41]=[CH:40][C:39]([F:42])=[CH:38][CH:37]=1)[CH2:17][CH2:16]3)[C:2]1[CH:7]=[CH:6][CH:5]=[CH:4][CH:3]=1.CC[N+](S(N=C(OC)[O-])(=O)=O)(CC)CC. The catalyst is C1COCC1. The product is [CH2:1]([O:8][C:9]1[C:29](=[O:30])[N:13]2[CH2:14][CH:15]3[CH2:20][CH2:19][C:18]([NH:21][C:22](=[O:28])[C:23]([N:25]([CH3:26])[CH3:27])=[O:24])([C:12]2=[N:11][C:10]=1[C:31]1[O:44][C:34]([CH2:35][C:36]2[CH:37]=[CH:38][C:39]([F:42])=[CH:40][CH:41]=2)=[CH:33][N:32]=1)[CH2:17][CH2:16]3)[C:2]1[CH:7]=[CH:6][CH:5]=[CH:4][CH:3]=1. The yield is 0.536. (3) The reactants are C1(C2C=CC(CNCCC3C=CC(F)=C(C(F)(F)F)C=3)=CC=2)CC1.[Cl:25][C:26]1[CH:27]=[C:28]([CH:31]=[CH:32][C:33]=1[C:34]1([CH3:37])[CH2:36][CH2:35]1)[CH:29]=O.[Cl:38][C:39]1[CH:40]=[C:41]([CH2:46][CH2:47][NH2:48])[CH:42]=[CH:43][C:44]=1[Cl:45].[BH4-].[Na+]. No catalyst specified. The product is [Cl:25][C:26]1[CH:27]=[C:28]([CH:31]=[CH:32][C:33]=1[C:34]1([CH3:37])[CH2:36][CH2:35]1)[CH2:29][NH:48][CH2:47][CH2:46][C:41]1[CH:42]=[CH:43][C:44]([Cl:45])=[C:39]([Cl:38])[CH:40]=1. The yield is 0.990. (4) The reactants are [N:1]1([CH2:10][C:11]2[CH:12]=[C:13]([C:17]3[CH:21]=[C:20]([CH2:22][CH:23]([CH3:25])[CH3:24])[S:19][C:18]=3[S:26]([NH:29]C(C)(C)C)(=[O:28])=[O:27])[CH:14]=[CH:15][CH:16]=2)[C:5]2[CH:6]=[CH:7][CH:8]=[CH:9][C:4]=2[N:3]=[CH:2]1.B(Cl)(Cl)Cl.N1(C2C=CC=CN=2)CCCC1.Cl[C:50]([O:52][CH2:53][CH2:54][CH2:55][CH3:56])=[O:51].C(O)(=O)CC(CC(O)=O)(C(O)=O)O. The catalyst is C(Cl)Cl. The product is [CH2:53]([O:52][C:50]([NH:29][S:26]([C:18]1[S:19][C:20]([CH2:22][CH:23]([CH3:24])[CH3:25])=[CH:21][C:17]=1[C:13]1[CH:14]=[CH:15][CH:16]=[C:11]([CH2:10][N:1]2[C:5]3[CH:6]=[CH:7][CH:8]=[CH:9][C:4]=3[N:3]=[CH:2]2)[CH:12]=1)(=[O:28])=[O:27])=[O:51])[CH2:54][CH2:55][CH3:56]. The yield is 0.700.